From a dataset of Reaction yield outcomes from USPTO patents with 853,638 reactions. Predict the reaction yield, written as a fraction of the theoretical maximum amount of product (1.0 means a 100% yield; for example, 0.34 means a 34% yield). (1) The reactants are [OH:1][CH2:2][CH2:3][O:4][C:5]1[CH:6]=[C:7]([CH:10]=[CH:11][CH:12]=1)[CH:8]=[O:9].C(N(CC)CC)C.[C:20](O[C:20](=[O:27])[C:21]1[CH:26]=[CH:25][CH:24]=[CH:23][CH:22]=1)(=[O:27])[C:21]1[CH:26]=[CH:25][CH:24]=[CH:23][CH:22]=1. The catalyst is O. The product is [C:20]([O:1][CH2:2][CH2:3][O:4][C:5]1[CH:12]=[CH:11][CH:10]=[C:7]([CH:8]=[O:9])[CH:6]=1)(=[O:27])[C:21]1[CH:26]=[CH:25][CH:24]=[CH:23][CH:22]=1. The yield is 0.330. (2) The reactants are [N+:1]([C:4]1[CH:9]=[CH:8][C:7]([NH:10][CH:11]2[CH2:16][CH2:15][CH:14]([O:17][CH2:18][C:19]([OH:21])=O)[CH2:13][CH2:12]2)=[CH:6][C:5]=1[C:22]([F:25])([F:24])[F:23])([O-:3])=[O:2].CCN=C=NCCCN(C)C.Cl.C1C=CC2N(O)N=NC=2C=1.C(N(CC)CC)C.[O:55]1[C:59]2[CH:60]=[CH:61][CH:62]=[CH:63][C:58]=2[CH2:57][CH:56]1[CH2:64][N:65]1[CH2:70][CH2:69][NH:68][CH2:67][CH2:66]1. The catalyst is ClCCl. The product is [O:55]1[C:59]2[CH:60]=[CH:61][CH:62]=[CH:63][C:58]=2[CH2:57][CH:56]1[CH2:64][N:65]1[CH2:70][CH2:69][N:68]([C:19](=[O:21])[CH2:18][O:17][CH:14]2[CH2:15][CH2:16][CH:11]([NH:10][C:7]3[CH:8]=[CH:9][C:4]([N+:1]([O-:3])=[O:2])=[C:5]([C:22]([F:25])([F:24])[F:23])[CH:6]=3)[CH2:12][CH2:13]2)[CH2:67][CH2:66]1. The yield is 0.360.